The task is: Regression. Given two drug SMILES strings and cell line genomic features, predict the synergy score measuring deviation from expected non-interaction effect.. This data is from NCI-60 drug combinations with 297,098 pairs across 59 cell lines. (1) Drug 1: C1=CC(=C2C(=C1NCCNCCO)C(=O)C3=C(C=CC(=C3C2=O)O)O)NCCNCCO. Drug 2: CC1CCC2CC(C(=CC=CC=CC(CC(C(=O)C(C(C(=CC(C(=O)CC(OC(=O)C3CCCCN3C(=O)C(=O)C1(O2)O)C(C)CC4CCC(C(C4)OC)O)C)C)O)OC)C)C)C)OC. Cell line: NCI-H226. Synergy scores: CSS=34.3, Synergy_ZIP=-6.18, Synergy_Bliss=-8.02, Synergy_Loewe=-5.03, Synergy_HSA=-4.13. (2) Drug 1: C1=C(C(=O)NC(=O)N1)N(CCCl)CCCl. Drug 2: C1=CC(=CC=C1CC(C(=O)O)N)N(CCCl)CCCl.Cl. Cell line: HOP-92. Synergy scores: CSS=38.9, Synergy_ZIP=1.38, Synergy_Bliss=4.27, Synergy_Loewe=4.92, Synergy_HSA=6.63. (3) Drug 1: C1=NC2=C(N=C(N=C2N1C3C(C(C(O3)CO)O)F)Cl)N. Drug 2: C1=NC(=NC(=O)N1C2C(C(C(O2)CO)O)O)N. Cell line: A549. Synergy scores: CSS=6.83, Synergy_ZIP=-2.91, Synergy_Bliss=-3.32, Synergy_Loewe=-6.92, Synergy_HSA=-3.06. (4) Drug 1: CC12CCC3C(C1CCC2O)C(CC4=C3C=CC(=C4)O)CCCCCCCCCS(=O)CCCC(C(F)(F)F)(F)F. Drug 2: C1C(C(OC1N2C=NC3=C2NC=NCC3O)CO)O. Cell line: PC-3. Synergy scores: CSS=4.12, Synergy_ZIP=-1.08, Synergy_Bliss=1.15, Synergy_Loewe=0.605, Synergy_HSA=0.789. (5) Cell line: SK-MEL-5. Synergy scores: CSS=19.8, Synergy_ZIP=0.104, Synergy_Bliss=3.24, Synergy_Loewe=2.89, Synergy_HSA=2.81. Drug 1: CC1CCC2CC(C(=CC=CC=CC(CC(C(=O)C(C(C(=CC(C(=O)CC(OC(=O)C3CCCCN3C(=O)C(=O)C1(O2)O)C(C)CC4CCC(C(C4)OC)O)C)C)O)OC)C)C)C)OC. Drug 2: CC1=C(N=C(N=C1N)C(CC(=O)N)NCC(C(=O)N)N)C(=O)NC(C(C2=CN=CN2)OC3C(C(C(C(O3)CO)O)O)OC4C(C(C(C(O4)CO)O)OC(=O)N)O)C(=O)NC(C)C(C(C)C(=O)NC(C(C)O)C(=O)NCCC5=NC(=CS5)C6=NC(=CS6)C(=O)NCCC[S+](C)C)O. (6) Drug 1: C1CCN(CC1)CCOC2=CC=C(C=C2)C(=O)C3=C(SC4=C3C=CC(=C4)O)C5=CC=C(C=C5)O. Drug 2: CCN(CC)CCCC(C)NC1=C2C=C(C=CC2=NC3=C1C=CC(=C3)Cl)OC. Cell line: HT29. Synergy scores: CSS=38.8, Synergy_ZIP=6.10, Synergy_Bliss=4.40, Synergy_Loewe=-8.38, Synergy_HSA=-2.45. (7) Drug 1: C1CC(=O)NC(=O)C1N2CC3=C(C2=O)C=CC=C3N. Drug 2: C(CN)CNCCSP(=O)(O)O. Cell line: M14. Synergy scores: CSS=-1.69, Synergy_ZIP=0.551, Synergy_Bliss=0.262, Synergy_Loewe=-2.56, Synergy_HSA=-2.88.